Dataset: Forward reaction prediction with 1.9M reactions from USPTO patents (1976-2016). Task: Predict the product of the given reaction. (1) Given the reactants [F:1][C:2]([C@H:5]1[CH2:10][CH2:9][C@H:8]([O:11][C:12]2[CH:13]=[C:14]3[C:19](=[CH:20][CH:21]=2)[CH:18]=[C:17]([C@:22]2([CH3:28])[CH2:26][O:25][C:24](=[O:27])[NH:23]2)[CH:16]=[CH:15]3)[CH2:7][CH2:6]1)([F:4])[CH3:3].C1C(=O)N([I:36])C(=O)C1.C(O)(C(F)(F)F)=O, predict the reaction product. The product is: [F:1][C:2]([C@H:5]1[CH2:6][CH2:7][C@H:8]([O:11][C:12]2[C:13]([I:36])=[C:14]3[C:19](=[CH:20][CH:21]=2)[CH:18]=[C:17]([C@:22]2([CH3:28])[CH2:26][O:25][C:24](=[O:27])[NH:23]2)[CH:16]=[CH:15]3)[CH2:9][CH2:10]1)([F:4])[CH3:3]. (2) Given the reactants [CH3:1][O:2][CH:3]([O:16][CH3:17])[C:4]1[C:13]([CH:14]=O)=[CH:12][C:11]2[CH2:10][CH2:9][CH2:8][NH:7][C:6]=2[N:5]=1.C1(C)C=CC(S(O)(=O)=O)=CC=1.[NH2:29][CH2:30][CH2:31][N:32]([C:39]([O:41][CH2:42][CH2:43][Si:44]([CH3:47])([CH3:46])[CH3:45])=[O:40])[CH2:33][C:34](OCC)=[O:35].C(N(CC)CC)C.C(O[BH-](OC(=O)C)OC(=O)C)(=O)C.[Na+], predict the reaction product. The product is: [CH3:1][O:2][CH:3]([O:16][CH3:17])[C:4]1[C:13]([CH2:14][N:29]2[CH2:30][CH2:31][N:32]([C:39]([O:41][CH2:42][CH2:43][Si:44]([CH3:47])([CH3:46])[CH3:45])=[O:40])[CH2:33][C:34]2=[O:35])=[CH:12][C:11]2[CH2:10][CH2:9][CH2:8][NH:7][C:6]=2[N:5]=1. (3) Given the reactants [C:1]([O:5][C:6](=[O:14])[NH:7][C@@H:8]1[CH2:12][C:11](=[O:13])[NH:10][CH2:9]1)([CH3:4])([CH3:3])[CH3:2].Br[C:16]1[CH:17]=[CH:18][C:19]2[O:24][CH2:23][C:22](=[O:25])[N:21]([CH2:26][O:27][CH3:28])[C:20]=2[CH:29]=1.C(=O)([O-])[O-].[K+].[K+].CNCCNC, predict the reaction product. The product is: [C:1]([O:5][C:6](=[O:14])[NH:7][C@@H:8]1[CH2:12][C:11](=[O:13])[N:10]([C:16]2[CH:17]=[CH:18][C:19]3[O:24][CH2:23][C:22](=[O:25])[N:21]([CH2:26][O:27][CH3:28])[C:20]=3[CH:29]=2)[CH2:9]1)([CH3:4])([CH3:2])[CH3:3]. (4) Given the reactants [CH2:1]([NH:3][C:4](=[O:6])[O-:5])[CH3:2].[OH:7][C:8]1[C:9]([Cl:21])=[CH:10][C:11]2[CH:12]([CH3:20])[CH:13]3[CH2:17][NH:16][CH2:15][CH:14]3[C:18]=2[CH:19]=1.[F:22][C:23]1[CH:30]=[CH:29][CH:28]=[CH:27][C:24]=1[CH2:25]Br, predict the reaction product. The product is: [CH2:1]([NH:3][C:4](=[O:5])[O-:6])[CH3:2].[F:22][C:23]1[CH:30]=[CH:29][CH:28]=[CH:27][C:24]=1[CH2:25][O:7][C:8]1[C:9]([Cl:21])=[CH:10][C:11]2[CH:12]([CH3:20])[CH:13]3[CH2:17][NH:16][CH2:15][CH:14]3[C:18]=2[CH:19]=1. (5) Given the reactants [F:1][C:2]1[CH:3]=[C:4]([CH:29]=[C:30]([N:32]2[CH2:37][CH2:36][O:35][CH2:34][CH2:33]2)[CH:31]=1)[C:5]([NH:7][C:8]1[C:17]2[C:12](=[CH:13][CH:14]=[CH:15][CH:16]=2)[C:11]([O:18][C:19]2[CH:24]=[CH:23][N:22]=[C:21](S(C)(=O)=O)[N:20]=2)=[CH:10][CH:9]=1)=[O:6].[N:38]1([CH2:44][CH2:45][NH2:46])[CH2:43][CH2:42][CH2:41][CH2:40][CH2:39]1, predict the reaction product. The product is: [F:1][C:2]1[CH:3]=[C:4]([CH:29]=[C:30]([N:32]2[CH2:37][CH2:36][O:35][CH2:34][CH2:33]2)[CH:31]=1)[C:5]([NH:7][C:8]1[C:17]2[C:12](=[CH:13][CH:14]=[CH:15][CH:16]=2)[C:11]([O:18][C:19]2[CH:24]=[CH:23][N:22]=[C:21]([NH:46][CH2:45][CH2:44][N:38]3[CH2:43][CH2:42][CH2:41][CH2:40][CH2:39]3)[N:20]=2)=[CH:10][CH:9]=1)=[O:6].